From a dataset of Forward reaction prediction with 1.9M reactions from USPTO patents (1976-2016). Predict the product of the given reaction. (1) The product is: [Si:1]([O:8][C@@H:9]([CH:31]1[CH2:32][C:33]2[C:38](=[CH:37][CH:36]=[CH:35][CH:34]=2)[CH2:39]1)/[CH:10]=[CH:11]/[C@H:12]1[C@@H:16]([F:17])[CH2:15][C:14](=[O:18])[C@@H:13]1[CH2:19]/[CH:20]=[CH:21]\[CH2:22][CH2:23][CH2:24][C:25]([OH:27])=[O:26])([C:4]([CH3:7])([CH3:6])[CH3:5])([CH3:3])[CH3:2]. Given the reactants [Si:1]([O:8][C@@H:9]([CH:31]1[CH2:39][C:38]2[C:33](=[CH:34][CH:35]=[CH:36][CH:37]=2)[CH2:32]1)/[CH:10]=[CH:11]/[C@H:12]1[C@@H:16]([F:17])[CH2:15][C:14](=[O:18])[C@@H:13]1[CH2:19]/[CH:20]=[CH:21]\[CH2:22][CH2:23][CH2:24][C:25]([O:27]C(C)C)=[O:26])([C:4]([CH3:7])([CH3:6])[CH3:5])([CH3:3])[CH3:2].CC(OI1(OC(C)=O)(OC(C)=O)OC(=O)C2C=CC=CC1=2)=O, predict the reaction product. (2) Given the reactants [NH2:1][C:2]1([CH2:15][OH:16])[CH2:7][CH2:6][N:5]([CH2:8][C:9]2[CH:14]=[CH:13][CH:12]=[CH:11][CH:10]=2)[CH2:4][CH2:3]1.C(NC(C)C)(C)C.Cl[C:25](Cl)([O:27]C(=O)OC(Cl)(Cl)Cl)Cl.[NH4+].[OH-], predict the reaction product. The product is: [CH2:8]([N:5]1[CH2:6][CH2:7][C:2]2([NH:1][C:25](=[O:27])[O:16][CH2:15]2)[CH2:3][CH2:4]1)[C:9]1[CH:14]=[CH:13][CH:12]=[CH:11][CH:10]=1. (3) Given the reactants F[P-](F)(F)(F)(F)F.Br[P+](N1CCCC1)(N1CCCC1)N1CCCC1.C(N(C(C)C)CC)(C)C.C(OC([N:41]1[C:49]2[C:44](=[C:45]([O:53][CH3:54])[CH:46]=[C:47]([C:50]([OH:52])=O)[CH:48]=2)[CH2:43][CH2:42]1)=O)(C)(C)C.[CH2:55]([O:57][C:58](=[O:67])[C:59]1[CH:64]=[CH:63][C:62]([NH2:65])=[CH:61][C:60]=1[F:66])[CH3:56], predict the reaction product. The product is: [CH2:55]([O:57][C:58](=[O:67])[C:59]1[CH:64]=[CH:63][C:62]([NH:65][C:50]([C:47]2[CH:48]=[C:49]3[C:44]([CH2:43][CH2:42][NH:41]3)=[C:45]([O:53][CH3:54])[CH:46]=2)=[O:52])=[CH:61][C:60]=1[F:66])[CH3:56]. (4) Given the reactants [CH:1]1N=C[N:3]([C:6]([N:8]2C=N[CH:10]=[CH:9]2)=O)[CH:2]=1.C1CCN2C(=NCCC2)CC1.[NH2:24][C:25]1[O:29][N:28]=[C:27]([C:30]2[CH:35]=[CH:34][C:33]([F:36])=[CH:32][CH:31]=2)C=1C1N=CC=CN=1.[CH3:43][O:44][CH2:45][O:46][C:47]1[CH:52]=[CH:51][CH:50]=[CH:49][C:48]=1[CH2:53][C:54](O)=[O:55], predict the reaction product. The product is: [F:36][C:33]1[CH:32]=[CH:31][C:30]([C:27]2[C:10]([C:9]3[CH:1]=[CH:2][N:3]=[CH:6][N:8]=3)=[C:25]([NH:24][C:54](=[O:55])[CH2:53][C:48]3[CH:49]=[CH:50][CH:51]=[CH:52][C:47]=3[O:46][CH2:45][O:44][CH3:43])[O:29][N:28]=2)=[CH:35][CH:34]=1. (5) Given the reactants [C:1]([O:5][C:6](=[O:37])[NH:7][C@@H:8]([C@H:19]1[CH2:24][CH2:23][C@H:22]([NH:25][C:26]([C:28]2[N:33]=[CH:32][N:31]3[CH:34]=[CH:35][CH:36]=[C:30]3[CH:29]=2)=[O:27])[CH2:21][CH2:20]1)[C:9]([N:11]1[CH2:15][CH2:14][CH2:13][C@H:12]1[C:16](=O)[NH2:17])=[O:10])([CH3:4])([CH3:3])[CH3:2].N1C=CN=C1.P(Cl)(Cl)(Cl)=O, predict the reaction product. The product is: [C:1]([O:5][C:6](=[O:37])[NH:7][C@@H:8]([C@H:19]1[CH2:20][CH2:21][C@H:22]([NH:25][C:26]([C:28]2[N:33]=[CH:32][N:31]3[CH:34]=[CH:35][CH:36]=[C:30]3[CH:29]=2)=[O:27])[CH2:23][CH2:24]1)[C:9]([N:11]1[CH2:15][CH2:14][CH2:13][C@H:12]1[C:16]#[N:17])=[O:10])([CH3:4])([CH3:2])[CH3:3]. (6) Given the reactants [NH:1]([CH2:12][CH2:13][NH:14][C:15](=[O:21])[O:16][C:17]([CH3:20])([CH3:19])[CH3:18])[CH2:2][CH2:3][NH:4][C:5](=[O:11])[O:6][C:7]([CH3:10])([CH3:9])[CH3:8].C([O:24][C:25]1[C:26](=[O:57])[C:27](=O)[C:28]=1[NH:29][C:30]1[CH:31]=[N:32][N:33]([CH3:55])[C:34]=1[NH:35][C:36]([C:49]1[CH:54]=[CH:53][CH:52]=[CH:51][CH:50]=1)([C:43]1[CH:48]=[CH:47][CH:46]=[CH:45][CH:44]=1)[C:37]1[CH:42]=[CH:41][CH:40]=[CH:39][CH:38]=1)C.C(N(CC)CC)C.C(OCC)C, predict the reaction product. The product is: [CH3:55][N:33]1[C:34]([NH:35][C:36]([C:43]2[CH:44]=[CH:45][CH:46]=[CH:47][CH:48]=2)([C:49]2[CH:54]=[CH:53][CH:52]=[CH:51][CH:50]=2)[C:37]2[CH:42]=[CH:41][CH:40]=[CH:39][CH:38]=2)=[C:30]([NH:29][C:28]2[C:25](=[O:24])[C:26](=[O:57])[C:27]=2[N:1]([CH2:2][CH2:3][NH:4][C:5](=[O:11])[O:6][C:7]([CH3:8])([CH3:9])[CH3:10])[CH2:12][CH2:13][NH:14][C:15](=[O:21])[O:16][C:17]([CH3:20])([CH3:19])[CH3:18])[CH:31]=[N:32]1. (7) Given the reactants [F:1][C:2]1[CH:7]=[CH:6][C:5]([C:8]2[NH:12][C:11]([CH:13]([CH3:15])[CH3:14])=[N:10][C:9]=2[C:16]2[CH:21]=[CH:20][N:19]=[C:18]([NH:22][C:23]3[CH:28]=[CH:27][CH:26]=[CH:25][CH:24]=3)[N:17]=2)=[CH:4][CH:3]=1.C(=O)([O-])O.[Na+].[C:34](Cl)(=[O:36])[CH3:35], predict the reaction product. The product is: [F:1][C:2]1[CH:7]=[CH:6][C:5]([C:8]2[NH:12][C:11]([CH:13]([CH3:15])[CH3:14])=[N:10][C:9]=2[C:16]2[CH:21]=[CH:20][N:19]=[C:18]([N:22]([C:23]3[CH:28]=[CH:27][CH:26]=[CH:25][CH:24]=3)[C:34](=[O:36])[CH3:35])[N:17]=2)=[CH:4][CH:3]=1. (8) Given the reactants [CH:1]1([C:7]([OH:9])=[O:8])[CH2:6][CH2:5][CH:4]=[CH:3][CH2:2]1.O[N:11]1[C:15](=[O:16])[CH2:14][CH2:13][C:12]1=[O:17].Cl.CN(CCCN=C=N)C.CCN(C(C)C)C(C)C, predict the reaction product. The product is: [CH:1]1([C:7]([O:9][N:11]2[C:15](=[O:16])[CH2:14][CH2:13][C:12]2=[O:17])=[O:8])[CH2:6][CH2:5][CH:4]=[CH:3][CH2:2]1.